From a dataset of Forward reaction prediction with 1.9M reactions from USPTO patents (1976-2016). Predict the product of the given reaction. (1) Given the reactants Cl.[CH:2]([CH:15]1[C:20](=[O:21])[CH2:19][CH2:18][NH:17][CH2:16]1)([C:9]1[CH:14]=[CH:13][CH:12]=[CH:11][CH:10]=1)[C:3]1[CH:8]=[CH:7][CH:6]=[CH:5][CH:4]=1.[CH3:22][O:23][C:24]1[CH:29]=[CH:28][CH:27]=[CH:26][C:25]=1[N:30]=[C:31]=[O:32].C(N(CC)CC)C, predict the reaction product. The product is: [CH:2]([CH:15]1[C:20](=[O:21])[CH2:19][CH2:18][N:17]([C:31]([NH:30][C:25]2[CH:26]=[CH:27][CH:28]=[CH:29][C:24]=2[O:23][CH3:22])=[O:32])[CH2:16]1)([C:9]1[CH:14]=[CH:13][CH:12]=[CH:11][CH:10]=1)[C:3]1[CH:4]=[CH:5][CH:6]=[CH:7][CH:8]=1. (2) Given the reactants [Cl:1][C:2]1[CH:7]=[CH:6][CH:5]=[C:4]([Cl:8])[C:3]=1[NH:9][C:10]([NH:12][C:13]1[C:18]([Cl:19])=[CH:17][CH:16]=[CH:15][C:14]=1[Cl:20])=[O:11].[C:21](Cl)(=[O:26])[CH2:22][C:23](Cl)=[O:24], predict the reaction product. The product is: [Cl:1][C:2]1[CH:7]=[CH:6][CH:5]=[C:4]([Cl:8])[C:3]=1[N:9]1[C:23](=[O:24])[CH2:22][C:21](=[O:26])[N:12]([C:13]2[C:14]([Cl:20])=[CH:15][CH:16]=[CH:17][C:18]=2[Cl:19])[C:10]1=[O:11].